This data is from Catalyst prediction with 721,799 reactions and 888 catalyst types from USPTO. The task is: Predict which catalyst facilitates the given reaction. (1) The catalyst class is: 6. Reactant: [C:1](#[N:3])C.[Si:4]([O:21][CH2:22][CH2:23][C@H:24]1[O:30][C@H:29]([C:31]2[CH:36]=[CH:35][CH:34]=[C:33]([O:37][CH3:38])[C:32]=2[O:39][CH3:40])[C:28]2[CH:41]=[C:42]([Cl:45])[CH:43]=[CH:44][C:27]=2[N:26]2[CH:46]=[CH:47][CH:48]=[C:25]12)([C:17]([CH3:20])([CH3:19])[CH3:18])([C:11]1[CH:16]=[CH:15][CH:14]=[CH:13][CH:12]=1)[C:5]1[CH:10]=[CH:9][CH:8]=[CH:7][CH:6]=1.CN(C)C=O.ClS(N=C=O)(=O)=O. Product: [Si:4]([O:21][CH2:22][CH2:23][C@H:24]1[O:30][C@H:29]([C:31]2[CH:36]=[CH:35][CH:34]=[C:33]([O:37][CH3:38])[C:32]=2[O:39][CH3:40])[C:28]2[CH:41]=[C:42]([Cl:45])[CH:43]=[CH:44][C:27]=2[N:26]2[C:46]([C:1]#[N:3])=[CH:47][CH:48]=[C:25]12)([C:17]([CH3:18])([CH3:20])[CH3:19])([C:11]1[CH:16]=[CH:15][CH:14]=[CH:13][CH:12]=1)[C:5]1[CH:6]=[CH:7][CH:8]=[CH:9][CH:10]=1. (2) Reactant: [Cl:1][C:2]1[CH:10]=[C:9]([C:11](O)=[O:12])[CH:8]=[C:7]2[C:3]=1[CH:4]=[N:5][NH:6]2.B. Product: [Cl:1][C:2]1[CH:10]=[C:9]([CH2:11][OH:12])[CH:8]=[C:7]2[C:3]=1[CH:4]=[N:5][NH:6]2. The catalyst class is: 1. (3) Reactant: C([Li])(CC)C.C1C[O:9][CH2:8]C1.[F:11][C:12]1[CH:17]=[CH:16][CH:15]=[CH:14][C:13]=1[O:18][CH3:19].CN(C=O)C. Product: [F:11][C:12]1[C:13]([O:18][CH3:19])=[CH:14][CH:15]=[CH:16][C:17]=1[CH:8]=[O:9]. The catalyst class is: 211. (4) Reactant: [CH3:1][O:2][C:3](=[O:20])[C:4]1[CH:9]=[CH:8][C:7]([CH3:10])=[C:6]([N:11]2[C:16](=[O:17])[CH:15]=[C:14]([OH:18])[N:13]=[C:12]2[CH3:19])[CH:5]=1.[F:21][C:22]1[CH:29]=[C:28]([F:30])[CH:27]=[CH:26][C:23]=1[CH2:24]Br.C(=O)([O-])[O-].[K+].[K+].C1OCCOCCOCCOCCOCCOC1. Product: [CH3:1][O:2][C:3](=[O:20])[C:4]1[CH:9]=[CH:8][C:7]([CH3:10])=[C:6]([N:11]2[C:16](=[O:17])[CH:15]=[C:14]([O:18][CH2:24][C:23]3[CH:26]=[CH:27][C:28]([F:30])=[CH:29][C:22]=3[F:21])[N:13]=[C:12]2[CH3:19])[CH:5]=1. The catalyst class is: 9. (5) Reactant: Cl[CH2:2][CH2:3][C:4]([NH:6][C:7]1[CH:20]=[CH:19][C:18]2[C:17](=[O:21])[C:16]3[C:11](=[CH:12][C:13]([NH:22][C:23](=[O:27])[CH2:24][CH2:25]Cl)=[CH:14][CH:15]=3)[C:10](=[O:28])[C:9]=2[CH:8]=1)=[O:5].[NH:29]1[CH2:34][CH2:33][CH2:32][CH2:31][CH2:30]1.[N:35]1[CH:40]=[CH:39][CH:38]=[CH:37][CH:36]=1. Product: [N:29]1([CH2:2][CH2:3][C:4]([NH:6][C:7]2[CH:20]=[CH:19][C:18]3[C:17](=[O:21])[C:16]4[C:11](=[CH:12][C:13]([NH:22][C:23](=[O:27])[CH2:24][CH2:25][N:35]5[CH2:40][CH2:39][CH2:38][CH2:37][CH2:36]5)=[CH:14][CH:15]=4)[C:10](=[O:28])[C:9]=3[CH:8]=2)=[O:5])[CH2:34][CH2:33][CH2:32][CH2:31][CH2:30]1. The catalyst class is: 9.